From a dataset of Full USPTO retrosynthesis dataset with 1.9M reactions from patents (1976-2016). Predict the reactants needed to synthesize the given product. (1) Given the product [Cl:16][C:17]1[CH:18]=[CH:19][C:20]([CH2:21][N:22]2[C:27](=[O:28])[C:26]([C:29]3[CH:34]=[CH:33][C:32]([O:35][C:2]4[C:11]5[C:6](=[CH:7][C:8]([O:14][CH3:15])=[C:9]([O:12][CH3:13])[CH:10]=5)[N:5]=[CH:4][CH:3]=4)=[C:31]([F:36])[CH:30]=3)=[CH:25][N:24]=[CH:23]2)=[CH:37][CH:38]=1, predict the reactants needed to synthesize it. The reactants are: Cl[C:2]1[C:11]2[C:6](=[CH:7][C:8]([O:14][CH3:15])=[C:9]([O:12][CH3:13])[CH:10]=2)[N:5]=[CH:4][CH:3]=1.[Cl:16][C:17]1[CH:38]=[CH:37][C:20]([CH2:21][N:22]2[C:27](=[O:28])[C:26]([C:29]3[CH:34]=[CH:33][C:32]([OH:35])=[C:31]([F:36])[CH:30]=3)=[CH:25][N:24]=[CH:23]2)=[CH:19][CH:18]=1. (2) Given the product [CH:26]1([N:25]2[C:24]3[CH:32]=[CH:33][C:34]([C:36]([OH:38])=[O:37])=[CH:35][C:23]=3[N:22]=[C:21]2[C:16]2[CH:17]=[C:18]3[C:13](=[CH:14][CH:15]=2)[N:12]=[C:11]([C:10]2[C:5]([C:4]4[CH:3]=[CH:2][C:43]([OH:46])=[CH:42][CH:41]=4)=[CH:6][CH:7]=[C:8]([O:39][CH3:40])[CH:9]=2)[CH:20]=[CH:19]3)[CH2:27][CH2:28][CH2:29][CH2:30][CH2:31]1, predict the reactants needed to synthesize it. The reactants are: Cl[C:2]1[CH:3]=[C:4]([CH:41]=[CH:42][C:43]=1F)[C:5]1[C:10]([C:11]2[CH:20]=[CH:19][C:18]3[C:13](=[CH:14][CH:15]=[C:16]([C:21]4[N:25]([CH:26]5[CH2:31][CH2:30][CH2:29][CH2:28][CH2:27]5)[C:24]5[CH:32]=[CH:33][C:34]([C:36]([OH:38])=[O:37])=[CH:35][C:23]=5[N:22]=4)[CH:17]=3)[N:12]=2)=[CH:9][C:8]([O:39][CH3:40])=[CH:7][CH:6]=1.C[O:46]C(C1C=CC2N(C3CCCCC3)C(C3C=C4C(=CC=3)N=C(C3C=C(OC)C=CC=3Br)C=C4)=NC=2C=1)=O. (3) Given the product [Cl:1][C:2]1[C:3]([CH:28]=[CH2:29])=[C:4]([CH:9]=[C:10]([CH2:16][C:17]2[CH:22]=[CH:21][C:20]([N:23]3[CH:27]=[CH:26][CH:25]=[N:24]3)=[CH:19][CH:18]=2)[C:11]=1[C:12]([F:15])([F:14])[F:13])[C:5]([OH:7])=[O:6], predict the reactants needed to synthesize it. The reactants are: [Cl:1][C:2]1[C:3]([CH:28]=[CH2:29])=[C:4]([CH:9]=[C:10]([CH2:16][C:17]2[CH:22]=[CH:21][C:20]([N:23]3[CH:27]=[CH:26][CH:25]=[N:24]3)=[CH:19][CH:18]=2)[C:11]=1[C:12]([F:15])([F:14])[F:13])[C:5]([O:7]C)=[O:6].ClC1C(C=C)=C(C=C(CC2C=CC(N3C=CC=N3)=CC=2)C=1C(F)(F)F)C(OCC)=O.O.[OH-].[Li+].Cl. (4) Given the product [ClH:30].[O:1]1[CH2:6][CH2:5][CH:4]([O:7][CH2:8][CH2:9][O:10][CH:11]2[CH2:12][CH2:13][N:14]([C:17]3[CH:18]=[N:19][CH:20]=[C:21]4[C:26]=3[N:25]=[C:24]([C:27]([NH2:29])=[O:28])[CH:23]=[CH:22]4)[CH2:15][CH2:16]2)[CH2:3][CH2:2]1, predict the reactants needed to synthesize it. The reactants are: [O:1]1[CH2:6][CH2:5][CH:4]([O:7][CH2:8][CH2:9][O:10][CH:11]2[CH2:16][CH2:15][N:14]([C:17]3[CH:18]=[N:19][CH:20]=[C:21]4[C:26]=3[N:25]=[C:24]([C:27]([NH2:29])=[O:28])[CH:23]=[CH:22]4)[CH2:13][CH2:12]2)[CH2:3][CH2:2]1.[ClH:30].O1CCOCC1. (5) Given the product [NH2:7][CH2:8][C:9]1[CH:10]=[CH:11][C:12]([C:15]([NH:17][C@@H:18]2[CH2:23][CH2:22][CH2:21][CH2:20][C@H:19]2[CH2:24][N:25]2[CH2:30][CH2:29][CH2:28][CH:27]([CH2:31][O:32][CH2:33][CH3:34])[CH2:26]2)=[O:16])=[CH:13][CH:14]=1.[ClH:36], predict the reactants needed to synthesize it. The reactants are: C(OC(=O)[NH:7][CH2:8][C:9]1[CH:14]=[CH:13][C:12]([C:15]([NH:17][C@@H:18]2[CH2:23][CH2:22][CH2:21][CH2:20][C@H:19]2[CH2:24][N:25]2[CH2:30][CH2:29][CH2:28][CH:27]([CH2:31][O:32][CH2:33][CH3:34])[CH2:26]2)=[O:16])=[CH:11][CH:10]=1)(C)(C)C.[ClH:36].